Dataset: Forward reaction prediction with 1.9M reactions from USPTO patents (1976-2016). Task: Predict the product of the given reaction. (1) Given the reactants [C:1]([O:5][C:6]([N:8]1[CH2:13][CH2:12][CH:11]([CH2:14][CH2:15][C:16]([N:18]2[CH2:23][CH2:22][CH2:21][C@@H:20]([C:24](=[O:39])[NH:25][C@H:26]([C:32]3[CH:33]=[N:34][CH:35]=[C:36]([OH:38])[CH:37]=3)[CH2:27][C:28]([O:30][CH3:31])=[O:29])[CH2:19]2)=[O:17])[CH2:10][CH2:9]1)=[O:7])([CH3:4])([CH3:3])[CH3:2].[H-].[Na+].Br[CH2:43][C:44]1[CH:51]=[CH:50][C:47]([C:48]#[N:49])=[C:46]([F:52])[CH:45]=1.O, predict the reaction product. The product is: [C:48]([C:47]1[CH:50]=[CH:51][C:44]([CH2:43][O:38][C:36]2[CH:37]=[C:32]([C@@H:26]([NH:25][C:24]([C@@H:20]3[CH2:21][CH2:22][CH2:23][N:18]([C:16](=[O:17])[CH2:15][CH2:14][CH:11]4[CH2:10][CH2:9][N:8]([C:6]([O:5][C:1]([CH3:4])([CH3:2])[CH3:3])=[O:7])[CH2:13][CH2:12]4)[CH2:19]3)=[O:39])[CH2:27][C:28]([O:30][CH3:31])=[O:29])[CH:33]=[N:34][CH:35]=2)=[CH:45][C:46]=1[F:52])#[N:49]. (2) Given the reactants [CH3:1][C:2]1[O:6][C:5]([C:7]2[CH:12]=[CH:11][C:10]([N:13]3[CH2:18][CH2:17][O:16][CH2:15][CH2:14]3)=[CH:9][CH:8]=2)=[N:4][C:3]=1[CH2:19][CH2:20][O:21][C:22]1[CH:23]=[C:24]2[C:28](=[CH:29][CH:30]=1)[C@H:27]([CH2:31][C:32]([O:34]CC)=[O:33])[CH2:26][CH2:25]2.O[Li].O.O.Cl, predict the reaction product. The product is: [CH3:1][C:2]1[O:6][C:5]([C:7]2[CH:8]=[CH:9][C:10]([N:13]3[CH2:14][CH2:15][O:16][CH2:17][CH2:18]3)=[CH:11][CH:12]=2)=[N:4][C:3]=1[CH2:19][CH2:20][O:21][C:22]1[CH:23]=[C:24]2[C:28](=[CH:29][CH:30]=1)[C@H:27]([CH2:31][C:32]([OH:34])=[O:33])[CH2:26][CH2:25]2. (3) Given the reactants [Cl:1][C:2]1[C:7]([C:8]2[CH:13]=[CH:12][CH:11]=[CH:10][CH:9]=2)=[N:6][N:5]=[C:4]2[N:14]([CH2:23]CO)[N:15]=[C:16]([C:17]3[CH:22]=[CH:21][CH:20]=[CH:19][CH:18]=3)[C:3]=12.[CH2:26]([OH:29])[C:27]#[CH:28].C(N(CC)CC)C.C1(P(C2C=CC=CC=2)C2C=CC=CC=2)C=CC=CC=1, predict the reaction product. The product is: [Cl:1][C:2]1[C:7]([C:8]2[CH:9]=[CH:10][CH:11]=[CH:12][CH:13]=2)=[N:6][N:5]=[C:4]2[N:14]([CH3:23])[N:15]=[C:16]([C:17]3[CH:22]=[C:21]([C:28]#[C:27][CH2:26][OH:29])[CH:20]=[CH:19][CH:18]=3)[C:3]=12. (4) Given the reactants [NH2:1][CH2:2][CH:3]1[CH2:8][CH2:7][N:6]([C:9]([O:11][C:12]([CH3:15])([CH3:14])[CH3:13])=[O:10])[CH2:5][CH2:4]1.[C:16]([C:20]1[CH:28]=[CH:27][C:23]([C:24](Cl)=[O:25])=[CH:22][CH:21]=1)([CH3:19])([CH3:18])[CH3:17].C(N(CC)CC)C, predict the reaction product. The product is: [C:12]([O:11][C:9]([N:6]1[CH2:7][CH2:8][CH:3]([CH2:2][NH:1][C:24](=[O:25])[C:23]2[CH:27]=[CH:28][C:20]([C:16]([CH3:18])([CH3:17])[CH3:19])=[CH:21][CH:22]=2)[CH2:4][CH2:5]1)=[O:10])([CH3:15])([CH3:14])[CH3:13].